From a dataset of Full USPTO retrosynthesis dataset with 1.9M reactions from patents (1976-2016). Predict the reactants needed to synthesize the given product. (1) Given the product [ClH:34].[ClH:9].[ClH:34].[CH3:1][C@H:2]1[CH2:7][NH:6][C@H:5]([CH3:8])[CH2:4][NH:3]1, predict the reactants needed to synthesize it. The reactants are: [CH3:1][C@H:2]1[CH2:7][NH:6][C@H:5]([CH3:8])[CH2:4][NH:3]1.[ClH:9].Cl.C[C@H]1CN[C@H](C)CN1.Cl.C[C@H]1CN[C@H](C)CN1.FC1C=CC(C[Cl:34])=CC=1. (2) Given the product [OH:1][C:2]1[CH:3]=[C:4]2[C:5]([CH2:6][CH2:7][CH:8]([C:10]([O:12][CH2:13][CH3:14])=[O:11])[O:9]2)=[CH:16][CH:17]=1, predict the reactants needed to synthesize it. The reactants are: [OH:1][C:2]1[CH:17]=[CH:16][C:5]2[C:6](=O)[CH:7]=[C:8]([C:10]([O:12][CH2:13][CH3:14])=[O:11])[O:9][C:4]=2[CH:3]=1. (3) Given the product [Cl:23][C:9]1[CH:8]=[C:7]([C:1]2[CH:6]=[CH:5][CH:4]=[CH:3][CH:2]=2)[N:12]=[C:11]2[C:13]3[CH:19]=[CH:18][CH:17]=[CH:16][C:14]=3[O:15][C:10]=12, predict the reactants needed to synthesize it. The reactants are: [C:1]1([C:7]2[N:12]=[C:11]3[C:13]4[CH:19]=[CH:18][CH:17]=[CH:16][C:14]=4[O:15][C:10]3=[C:9](O)[CH:8]=2)[CH:6]=[CH:5][CH:4]=[CH:3][CH:2]=1.O=P(Cl)(Cl)[Cl:23]. (4) Given the product [Br:1][C:2]1[C:3]([CH3:10])=[N:4][C:5]([O:15][CH3:14])=[CH:6][C:7]=1[CH3:8], predict the reactants needed to synthesize it. The reactants are: [Br:1][C:2]1[C:3]([CH3:10])=[N:4][C:5](Cl)=[CH:6][C:7]=1[CH3:8].CN([CH:14]=[O:15])C.C[O-].[Na+]. (5) Given the product [F:1][C:2]1[CH:3]=[CH:4][C:5]([N:8]2[CH:9]=[CH:10][C:11]([CH:23]=[O:24])=[CH:12]2)=[CH:6][CH:7]=1, predict the reactants needed to synthesize it. The reactants are: [F:1][C:2]1[CH:7]=[CH:6][C:5]([N:8]2[CH:12]=[CH:11][CH:10]=[C:9]2C=O)=[CH:4][CH:3]=1.FC(F)(F)S(O)(=O)=O.[C:23](=O)([O-])[O-:24].[K+].[K+]. (6) Given the product [Cl:11][C:12]1[C:17]([Cl:18])=[CH:16][CH:15]=[CH:14][C:13]=1[S:19]([NH:22][C:23]1[C:28]([O:10][CH2:9][C:7]2[O:8][C:4]([CH2:3][NH:2][CH3:1])=[CH:5][CH:6]=2)=[N:27][CH:26]=[CH:25][N:24]=1)(=[O:20])=[O:21], predict the reactants needed to synthesize it. The reactants are: [CH3:1][NH:2][CH2:3][C:4]1[O:8][C:7]([CH2:9][OH:10])=[CH:6][CH:5]=1.[Cl:11][C:12]1[C:17]([Cl:18])=[CH:16][CH:15]=[CH:14][C:13]=1[S:19]([NH:22][C:23]1[C:28](Cl)=[N:27][CH:26]=[CH:25][N:24]=1)(=[O:21])=[O:20].